From a dataset of Retrosynthesis with 50K atom-mapped reactions and 10 reaction types from USPTO. Predict the reactants needed to synthesize the given product. (1) Given the product COC[C@]1(O)CCCC[C@H]1n1cnc(C(=O)N2CCN(C(=O)OCc3ccccc3)C[C@H]2CCOc2ccccc2Cl)c1-c1ccccc1, predict the reactants needed to synthesize it. The reactants are: COC[C@]1(O)CCCC[C@H]1n1cnc(C(=O)O)c1-c1ccccc1.O=C(OCc1ccccc1)N1CCN[C@H](CCOc2ccccc2Cl)C1. (2) Given the product CC(C)(C)OC(=O)N1CCC(N(C(=O)CBr)c2ccc(C(F)(F)F)cc2)CC1, predict the reactants needed to synthesize it. The reactants are: CC(C)(C)OC(=O)N1CCC(Nc2ccc(C(F)(F)F)cc2)CC1.O=C(Br)CBr. (3) Given the product C=CCN(C)C(=O)c1c(I)c(N)c(I)c(C(=O)Cl)c1I, predict the reactants needed to synthesize it. The reactants are: C=CCNC.Nc1c(I)c(C(=O)Cl)c(I)c(C(=O)Cl)c1I. (4) Given the product CC1(C)CC=C(c2ccc(OCc3ccccc3)cc2)c2ccc(C(O)C#Cc3ccc(C(=O)O)cc3)cc21, predict the reactants needed to synthesize it. The reactants are: C#CC(O)c1ccc2c(c1)C(C)(C)CC=C2c1ccc(OCc2ccccc2)cc1.O=C(O)c1ccc(I)cc1. (5) Given the product CC(C)(C)OC(=O)N1CCN(Cc2cccc(-c3cccc(CN)c3)c2)CC1, predict the reactants needed to synthesize it. The reactants are: CC(C)(C)OC(=O)N1CCN(Cc2cccc(-c3cccc(C#N)c3)c2)CC1. (6) Given the product COC(=O)[C@@H](N)CC#Cc1ccc(OCc2ccccc2F)cn1, predict the reactants needed to synthesize it. The reactants are: COC(=O)[C@H](CC#Cc1ccc(OCc2ccccc2F)cn1)NC(=O)OC(C)(C)C. (7) Given the product COc1cc(-c2cncc(NCc3ccc(Cl)c(Cl)c3)n2)ccc1O, predict the reactants needed to synthesize it. The reactants are: COc1cc(B2OC(C)(C)C(C)(C)O2)ccc1O.Clc1cncc(NCc2ccc(Cl)c(Cl)c2)n1.